This data is from Forward reaction prediction with 1.9M reactions from USPTO patents (1976-2016). The task is: Predict the product of the given reaction. (1) Given the reactants C([O:4][C@@H:5]1[CH2:10][C@H:9]([C:11]2[CH:16]=[CH:15][N:14]=[CH:13][C:12]=2[NH:17][C:18](=[O:27])[C:19]2[C:24]([NH2:25])=[CH:23][CH:22]=[C:21](Br)[N:20]=2)[O:8][C@H:7]([CH3:28])[C@@:6]1([CH2:30][CH3:31])[OH:29])(=O)C.[CH3:32][N:33]1[C:37]([CH3:38])=[C:36](B2OC(C)(C)C(C)(C)O2)[CH:35]=[N:34]1, predict the reaction product. The product is: [NH2:25][C:24]1[C:19]([C:18]([NH:17][C:12]2[CH:13]=[N:14][CH:15]=[CH:16][C:11]=2[C@H:9]2[CH2:10][C@@H:5]([OH:4])[C@:6]([CH2:30][CH3:31])([OH:29])[C@@H:7]([CH3:28])[O:8]2)=[O:27])=[N:20][C:21]([C:36]2[CH:35]=[N:34][N:33]([CH3:32])[C:37]=2[CH3:38])=[CH:22][CH:23]=1. (2) Given the reactants [H-].[Na+].[S:3]1[CH:7]=[CH:6][N:5]=[C:4]1[CH2:8][OH:9].[CH3:10][O:11][C:12](=[O:15])[CH2:13]Br, predict the reaction product. The product is: [CH3:10][O:11][C:12](=[O:15])[CH2:13][O:9][CH2:8][C:4]1[S:3][CH:7]=[CH:6][N:5]=1. (3) Given the reactants [CH3:1][C:2]1[N:3]([S:13]([C:16]2[CH:22]=[CH:21][C:19]([CH3:20])=[CH:18][CH:17]=2)(=[O:15])=[O:14])[C:4]2[C:9]([C:10]=1[CH2:11]O)=[CH:8][CH:7]=[CH:6][CH:5]=2.S(Cl)([Cl:25])=O, predict the reaction product. The product is: [Cl:25][CH2:11][C:10]1[C:9]2[C:4](=[CH:5][CH:6]=[CH:7][CH:8]=2)[N:3]([S:13]([C:16]2[CH:17]=[CH:18][C:19]([CH3:20])=[CH:21][CH:22]=2)(=[O:14])=[O:15])[C:2]=1[CH3:1]. (4) The product is: [Br:1][C:2]1[CH:7]=[CH:6][C:5]([CH2:8][CH:9]2[C:25]3[C:20](=[CH:21][C:22]([O:26][CH3:27])=[CH:23][CH:24]=3)[CH2:19][CH2:18][N:11]2[C:12]2[CH:17]=[CH:16][CH:15]=[CH:14][CH:13]=2)=[CH:4][CH:3]=1. Given the reactants [Br:1][C:2]1[CH:7]=[CH:6][C:5]([CH2:8][C:9]([N:11]([CH2:18][CH2:19][C:20]2[CH:25]=[CH:24][CH:23]=[C:22]([O:26][CH3:27])[CH:21]=2)[C:12]2[CH:17]=[CH:16][CH:15]=[CH:14][CH:13]=2)=O)=[CH:4][CH:3]=1.[I-].[K+].[BH4-].[Na+], predict the reaction product.